Task: Predict the reactants needed to synthesize the given product.. Dataset: Full USPTO retrosynthesis dataset with 1.9M reactions from patents (1976-2016) (1) Given the product [Cl:1][C:2]1[CH:7]=[C:6]([F:8])[C:5]([N+:9]([O-:11])=[O:10])=[CH:4][C:3]=1[NH:12][CH2:14][C:15]1[C:16]([NH:25][CH3:26])=[CH:17][C:18]([N:21]([O:23][CH3:24])[CH3:22])=[N:19][CH:20]=1, predict the reactants needed to synthesize it. The reactants are: [Cl:1][C:2]1[CH:7]=[C:6]([F:8])[C:5]([N+:9]([O-:11])=[O:10])=[CH:4][C:3]=1[NH2:12].Cl[CH2:14][C:15]1[C:16]([NH:25][CH3:26])=[CH:17][C:18]([N:21]([O:23][CH3:24])[CH3:22])=[N:19][CH:20]=1. (2) Given the product [CH3:4][O:5][C:6](=[O:9])[CH2:7][S:8][CH2:11][C:12](=[O:14])[CH3:13], predict the reactants needed to synthesize it. The reactants are: C[O-].[Na+].[CH3:4][O:5][C:6](=[O:9])[CH2:7][SH:8].Cl[CH2:11][C:12](=[O:14])[CH3:13].O. (3) Given the product [NH2:26][CH2:25][C@@H:9]1[O:8][C:7](=[O:6])[N:11]([C:12]2[CH:17]=[CH:16][C:15]([N:18]3[CH2:23][CH2:22][O:21][CH2:20][C:19]3=[O:24])=[CH:14][CH:13]=2)[CH2:10]1, predict the reactants needed to synthesize it. The reactants are: CO.O.NN.[O:6]=[C:7]1[N:11]([C:12]2[CH:17]=[CH:16][C:15]([N:18]3[CH2:23][CH2:22][O:21][CH2:20][C:19]3=[O:24])=[CH:14][CH:13]=2)[CH2:10][CH:9]([CH2:25][N:26]2C(=O)C3C(=CC=CC=3)C2=O)[O:8]1. (4) Given the product [C:22]([C:2]1[CH:3]=[CH:4][C:5]([C:8]2([OH:21])[CH2:13][CH2:12][N:11]([C:14]([O:16][C:17]([CH3:20])([CH3:19])[CH3:18])=[O:15])[CH2:10][CH2:9]2)=[N:6][CH:7]=1)#[N:23], predict the reactants needed to synthesize it. The reactants are: Br[C:2]1[CH:3]=[CH:4][C:5]([C:8]2([OH:21])[CH2:13][CH2:12][N:11]([C:14]([O:16][C:17]([CH3:20])([CH3:19])[CH3:18])=[O:15])[CH2:10][CH2:9]2)=[N:6][CH:7]=1.[CH3:22][N:23](C=O)C.